Predict the product of the given reaction. From a dataset of Forward reaction prediction with 1.9M reactions from USPTO patents (1976-2016). (1) The product is: [CH2:1]([O:4][C:5](=[O:26])[C@@H:6]([NH:25][C:30](=[O:31])[C:29]1[C:28]([Cl:27])=[CH:36][C:35]([O:37][Si:38]([CH:45]([CH3:47])[CH3:46])([CH:42]([CH3:43])[CH3:44])[CH:39]([CH3:40])[CH3:41])=[CH:34][C:33]=1[Cl:48])[CH2:7][C:8]1[CH:9]=[CH:10][C:11]([C:14]2[C:15](=[O:24])[N:16]([CH3:23])[C:17](=[O:22])[N:18]([CH3:21])[C:19]=2[CH3:20])=[CH:12][CH:13]=1)[CH2:2][CH3:3]. Given the reactants [CH2:1]([O:4][C:5](=[O:26])[C@@H:6]([NH2:25])[CH2:7][C:8]1[CH:13]=[CH:12][C:11]([C:14]2[C:15](=[O:24])[N:16]([CH3:23])[C:17](=[O:22])[N:18]([CH3:21])[C:19]=2[CH3:20])=[CH:10][CH:9]=1)[CH2:2][CH3:3].[Cl:27][C:28]1[CH:36]=[C:35]([O:37][Si:38]([CH:45]([CH3:47])[CH3:46])([CH:42]([CH3:44])[CH3:43])[CH:39]([CH3:41])[CH3:40])[CH:34]=[C:33]([Cl:48])[C:29]=1[C:30](O)=[O:31].CN(C(ON1N=NC2C=CC=CC1=2)=[N+](C)C)C.F[P-](F)(F)(F)(F)F.CCN(C(C)C)C(C)C, predict the reaction product. (2) Given the reactants [CH3:1][P:2](=[O:19])([CH3:18])[C:3]1[CH:8]=[CH:7][C:6]([N+:9]([O-])=O)=[C:5]([S:12]([CH:15]([CH3:17])[CH3:16])(=[O:14])=[O:13])[CH:4]=1, predict the reaction product. The product is: [CH3:18][P:2]([C:3]1[CH:8]=[CH:7][C:6]([NH2:9])=[C:5]([S:12]([CH:15]([CH3:17])[CH3:16])(=[O:14])=[O:13])[CH:4]=1)([CH3:1])=[O:19]. (3) Given the reactants Br[C:2]#[N:3].[F:4][C:5]1[CH:10]=[CH:9][C:8]([CH2:11][C:12]([NH:14][NH2:15])=[O:13])=[CH:7][CH:6]=1, predict the reaction product. The product is: [F:4][C:5]1[CH:10]=[CH:9][C:8]([CH2:11][C:12]2[O:13][C:2]([NH2:3])=[N:15][N:14]=2)=[CH:7][CH:6]=1. (4) The product is: [F:24][C:23]1[CH:22]=[CH:21][C:4]([O:5][C:6]2[CH:7]=[CH:8][C:9]3[N:10]([CH:12]=[C:13]([NH:15][C:16]([CH:18]4[CH2:20][CH2:19]4)=[O:17])[N:14]=3)[N:11]=2)=[CH:3][C:2]=1[NH:1][C:25]([NH:32][O:39][CH2:40][CH:41]([CH3:43])[CH3:42])=[O:26]. Given the reactants [NH2:1][C:2]1[CH:3]=[C:4]([CH:21]=[CH:22][C:23]=1[F:24])[O:5][C:6]1[CH:7]=[CH:8][C:9]2[N:10]([CH:12]=[C:13]([NH:15][C:16]([CH:18]3[CH2:20][CH2:19]3)=[O:17])[N:14]=2)[N:11]=1.[C:25]([N:32]1C=CN=C1)(N1C=CN=C1)=[O:26].Cl.N[O:39][CH2:40][CH:41]([CH3:43])[CH3:42].C(N(CC)CC)C, predict the reaction product.